Dataset: Tyrosyl-DNA phosphodiesterase HTS with 341,365 compounds. Task: Binary Classification. Given a drug SMILES string, predict its activity (active/inactive) in a high-throughput screening assay against a specified biological target. The compound is Clc1ccc(C(N2CCN(CC2)CC)c2c(=O)n(c(cc2O)C)CCOC)cc1. The result is 0 (inactive).